Task: Predict which catalyst facilitates the given reaction.. Dataset: Catalyst prediction with 721,799 reactions and 888 catalyst types from USPTO (1) Reactant: [S:1]1[CH:5]=[CH:4][C:3]2[CH:6]=[CH:7][CH:8]=[CH:9][C:2]1=2.C([Li])CCC.[Br:15][C:16]1[CH:17]=[CH:18][C:19]([F:24])=[C:20]([CH:23]=1)[CH:21]=[O:22]. Product: [S:1]1[C:2]2[CH:9]=[CH:8][CH:7]=[CH:6][C:3]=2[CH:4]=[C:5]1[CH:21]([C:20]1[CH:23]=[C:16]([Br:15])[CH:17]=[CH:18][C:19]=1[F:24])[OH:22]. The catalyst class is: 188. (2) Reactant: Br[C:2]1[CH:7]=[CH:6][C:5]([Br:8])=[CH:4][N:3]=1.[CH2:9]([O:16][C:17]1[CH:22]=[CH:21][C:20](B(O)O)=[CH:19][C:18]=1[F:26])[C:10]1[CH:15]=[CH:14][CH:13]=[CH:12][CH:11]=1.C1(C)C=CC=CC=1.C([O-])([O-])=O.[Na+].[Na+]. Product: [CH2:9]([O:16][C:17]1[CH:22]=[CH:21][C:20]([C:2]2[CH:7]=[CH:6][C:5]([Br:8])=[CH:4][N:3]=2)=[CH:19][C:18]=1[F:26])[C:10]1[CH:11]=[CH:12][CH:13]=[CH:14][CH:15]=1. The catalyst class is: 461.